This data is from Full USPTO retrosynthesis dataset with 1.9M reactions from patents (1976-2016). The task is: Predict the reactants needed to synthesize the given product. (1) Given the product [N:17]1[C:26]2[C:21](=[CH:22][CH:23]=[C:24]([O:27][C:2]3[CH:11]=[CH:10][N:9]=[C:8]4[C:3]=3[C:4]3[CH:16]=[CH:15][CH:14]=[CH:13][C:5]=3[C:6](=[O:12])[NH:7]4)[CH:25]=2)[CH:20]=[CH:19][CH:18]=1, predict the reactants needed to synthesize it. The reactants are: Cl[C:2]1[CH:11]=[CH:10][N:9]=[C:8]2[C:3]=1[C:4]1[CH:16]=[CH:15][CH:14]=[CH:13][C:5]=1[C:6](=[O:12])[NH:7]2.[N:17]1[C:26]2[C:21](=[CH:22][CH:23]=[C:24]([OH:27])[CH:25]=2)[CH:20]=[CH:19][CH:18]=1. (2) The reactants are: Br[C:2]1[CH:7]=[N:6][CH:5]=[C:4]([Br:8])[N:3]=1.CS(C)=O.N12CCCN=C1CCCCC2.[OH:24][C:25]1[CH:32]=[CH:31][CH:30]=[CH:29][C:26]=1[CH2:27][NH2:28]. Given the product [Br:8][C:4]1[N:3]=[C:2]([NH:28][CH2:27][C:26]2[CH:29]=[CH:30][CH:31]=[CH:32][C:25]=2[OH:24])[CH:7]=[N:6][CH:5]=1, predict the reactants needed to synthesize it. (3) Given the product [C:34]([O:33][C:31]([N:8]([C:9]1[CH:14]=[C:13]([CH2:15][C@@H:16]2[C@@H:17]([C:28](=[O:29])[NH:52][CH2:51][C:42]3[C:43]([O:49][CH3:50])=[CH:44][C:45]([O:47][CH3:48])=[CH:46][C:41]=3[O:40][CH3:39])[N:18]([Si:21]([C:24]([CH3:25])([CH3:26])[CH3:27])([CH3:22])[CH3:23])[C:19]2=[O:20])[CH:12]=[CH:11][N:10]=1)[C:6]([O:5][C:1]([CH3:2])([CH3:4])[CH3:3])=[O:7])=[O:32])([CH3:37])([CH3:35])[CH3:36], predict the reactants needed to synthesize it. The reactants are: [C:1]([O:5][C:6]([N:8]([C:31]([O:33][C:34]([CH3:37])([CH3:36])[CH3:35])=[O:32])[C:9]1[CH:14]=[C:13]([CH2:15][C@H:16]2[C:19](=[O:20])[N:18]([Si:21]([C:24]([CH3:27])([CH3:26])[CH3:25])([CH3:23])[CH3:22])[C@@H:17]2[C:28](O)=[O:29])[CH:12]=[CH:11][N:10]=1)=[O:7])([CH3:4])([CH3:3])[CH3:2].Cl.[CH3:39][O:40][C:41]1[CH:46]=[C:45]([O:47][CH3:48])[CH:44]=[C:43]([O:49][CH3:50])[C:42]=1[CH2:51][NH2:52].F[P-](F)(F)(F)(F)F.C[N+](C)=C(N(C)C)ON1C2N=CC=CC=2N=N1.C(N(CC)C(C)C)(C)C.